This data is from Blood-brain barrier permeability regression values from the B3DB database. The task is: Regression/Classification. Given a drug SMILES string, predict its absorption, distribution, metabolism, or excretion properties. Task type varies by dataset: regression for continuous measurements (e.g., permeability, clearance, half-life) or binary classification for categorical outcomes (e.g., BBB penetration, CYP inhibition). For this dataset (b3db_regression), we predict Y. (1) The drug is C1CN(CCC1OC2=CC=CC(=C2)C(F)(F)F)CCCCNC(=O)C3=CC=C(C=C3)Br. The Y is 1.04 log(BB ratio). (2) The compound is CC(=O)[C@H]1CC[C@@H]2[C@@]1(CC[C@H]3[C@H]2CCC4=CC(=O)CC[C@]34C)C. The Y is -0.100 log(BB ratio). (3) The molecule is C1CN(CCC1S(=O)(=O)C2=CC=C(C=C2)C(=O)N)CCC3=C(C=C(C=C3)F)F. The Y is -0.470 log(BB ratio). (4) The drug is C1CN=C(N1)NC2=C(C=C(C=C2)Cl)Cl. The Y is 0.160 log(BB ratio). (5) The molecule is CCCCCC1=CC(=C2[C@@H]3C=C(CC[C@H]3C(OC2=C1)(C)C)C)O. The Y is 0 log(BB ratio).